From a dataset of Reaction yield outcomes from USPTO patents with 853,638 reactions. Predict the reaction yield, written as a fraction of the theoretical maximum amount of product (1.0 means a 100% yield; for example, 0.34 means a 34% yield). (1) The reactants are [OH-:1].[Na+].[Br:3][C:4]1[CH:5]=[C:6]([CH:10]=[C:11](I)[CH:12]=1)[C:7]([OH:9])=[O:8]. The catalyst is O. The product is [Br:3][C:4]1[CH:5]=[C:6]([CH:10]=[C:11]([OH:1])[CH:12]=1)[C:7]([OH:9])=[O:8]. The yield is 0.930. (2) The reactants are Cl.[CH3:2][CH:3]1[CH2:7][CH2:6][CH2:5][CH:4]1[NH2:8].[CH3:9][S:10](Cl)(=[O:12])=[O:11]. The catalyst is C(OCC)(=O)C. The product is [CH3:2][CH:3]1[CH2:7][CH2:6][CH2:5][CH:4]1[NH:8][S:10]([CH3:9])(=[O:12])=[O:11]. The yield is 0.840. (3) The reactants are [N:1]1[CH:6]=[CH:5][CH:4]=[C:3]([C:7](=[O:14])[CH2:8][CH2:9][CH2:10][CH2:11][CH2:12][CH3:13])[CH:2]=1.N1CCCC[CH2:16]1.C(O)(=O)C.C=O. The catalyst is CO. The product is [CH2:16]=[C:8]([CH2:9][CH2:10][CH2:11][CH2:12][CH3:13])[C:7]([C:3]1[CH:2]=[N:1][CH:6]=[CH:5][CH:4]=1)=[O:14]. The yield is 0.950. (4) The reactants are [CH3:1][O:2][CH2:3][CH2:4][O:5][C:6]1[CH:11]=[CH:10][C:9](/[CH:12]=[CH:13]/[C:14]([O:16]CC)=[O:15])=[C:8]([O:19][CH2:20][CH:21]2[CH2:25][CH2:24][CH2:23][O:22]2)[CH:7]=1.[OH-].[Na+]. The catalyst is O1CCCC1.C(O)C. The product is [CH3:1][O:2][CH2:3][CH2:4][O:5][C:6]1[CH:11]=[CH:10][C:9](/[CH:12]=[CH:13]/[C:14]([OH:16])=[O:15])=[C:8]([O:19][CH2:20][CH:21]2[CH2:25][CH2:24][CH2:23][O:22]2)[CH:7]=1. The yield is 0.810. (5) The reactants are Cl[C:2]1[C:7]([CH:8]([CH2:13][CH2:14][CH3:15])[C:9]([O:11][CH3:12])=[O:10])=[C:6]([CH3:16])[N:5]=[C:4]([N:17]2[CH2:22][CH2:21][CH2:20][CH2:19][CH2:18]2)[N:3]=1.C(N(CC)C(C)C)(C)C.[F:32][C:33]1[CH:38]=[C:37]([O:39][CH3:40])[CH:36]=[CH:35][C:34]=1B(O)O. The catalyst is COCCOC.O.C1C=CC([P]([Pd]([P](C2C=CC=CC=2)(C2C=CC=CC=2)C2C=CC=CC=2)([P](C2C=CC=CC=2)(C2C=CC=CC=2)C2C=CC=CC=2)[P](C2C=CC=CC=2)(C2C=CC=CC=2)C2C=CC=CC=2)(C2C=CC=CC=2)C2C=CC=CC=2)=CC=1. The product is [F:32][C:33]1[CH:38]=[C:37]([O:39][CH3:40])[CH:36]=[CH:35][C:34]=1[C:2]1[C:7]([CH:8]([CH2:13][CH2:14][CH3:15])[C:9]([O:11][CH3:12])=[O:10])=[C:6]([CH3:16])[N:5]=[C:4]([N:17]2[CH2:22][CH2:21][CH2:20][CH2:19][CH2:18]2)[N:3]=1. The yield is 0.680.